From a dataset of Full USPTO retrosynthesis dataset with 1.9M reactions from patents (1976-2016). Predict the reactants needed to synthesize the given product. (1) Given the product [F:19][C:16]1[CH:15]=[C:14]([C:20]#[N:21])[C:13]([C:11]2[CH:12]=[C:7]([C:4](=[O:6])[CH:5]=[O:2])[CH:8]=[CH:9][C:10]=2[F:22])=[CH:18][CH:17]=1, predict the reactants needed to synthesize it. The reactants are: [Se](=O)=[O:2].[C:4]([C:7]1[CH:8]=[CH:9][C:10]([F:22])=[C:11]([C:13]2[C:14]([C:20]#[N:21])=[CH:15][C:16]([F:19])=[CH:17][CH:18]=2)[CH:12]=1)(=[O:6])[CH3:5]. (2) Given the product [CH3:25][C:4]1([CH2:3][NH:2][CH2:37][C:35]2[CH:34]=[CH:33][C:30]3[S:31][CH2:32][C:27](=[O:26])[NH:28][C:29]=3[N:36]=2)[CH2:8][CH2:7][N:6]([CH2:9][CH2:10][C:11]2[C:20]3[C:15](=[CH:16][CH:17]=[C:18]([O:21][CH3:22])[CH:19]=3)[N:14]=[CH:13][C:12]=2[C:23]#[N:24])[CH2:5]1, predict the reactants needed to synthesize it. The reactants are: Cl.[NH2:2][CH2:3][C:4]1([CH3:25])[CH2:8][CH2:7][N:6]([CH2:9][CH2:10][C:11]2[C:20]3[C:15](=[CH:16][CH:17]=[C:18]([O:21][CH3:22])[CH:19]=3)[N:14]=[CH:13][C:12]=2[C:23]#[N:24])[CH2:5]1.[O:26]=[C:27]1[CH2:32][S:31][C:30]2[CH:33]=[CH:34][C:35]([CH:37]=O)=[N:36][C:29]=2[NH:28]1. (3) Given the product [F:35][C:27]1[CH:26]=[C:25]([CH:34]=[CH:33][C:28]=1[C:29](=[O:30])[NH:31][CH3:32])[CH2:24][C:9]1[C:10]([CH3:13])=[C:11]([CH3:12])[C:2]([OH:1])=[C:3]([CH:8]=1)[C:4]([O:6][CH3:7])=[O:5], predict the reactants needed to synthesize it. The reactants are: [OH:1][C:2]1[C:11]([CH3:12])=[C:10]([CH3:13])[C:9](B2OC(C)(C)C(C)(C)O2)=[CH:8][C:3]=1[C:4]([O:6][CH3:7])=[O:5].Cl[CH2:24][C:25]1[CH:34]=[CH:33][C:28]([C:29]([NH:31][CH3:32])=[O:30])=[C:27]([F:35])[CH:26]=1.C(=O)([O-])[O-].[Na+].[Na+].O. (4) Given the product [C:5]([O:4][C:1](=[O:3])[CH2:2][C:23]([OH:31])([CH2:24][CH2:25][C:26]1[CH:30]=[CH:29][S:28][CH:27]=1)[CH:22]([CH3:21])[CH3:32])([CH3:8])([CH3:7])[CH3:6], predict the reactants needed to synthesize it. The reactants are: [C:1]([O:4][C:5]([CH3:8])([CH3:7])[CH3:6])(=[O:3])[CH3:2].C(NC(C)C)(C)C.[Li]CCCC.[CH3:21][CH:22]([CH3:32])[C:23](=[O:31])[CH2:24][CH2:25][C:26]1[CH:30]=[CH:29][S:28][CH:27]=1.